This data is from Forward reaction prediction with 1.9M reactions from USPTO patents (1976-2016). The task is: Predict the product of the given reaction. (1) Given the reactants [CH3:1][O:2][CH:3]1[CH2:29][CH:6]2[CH:7]([C:19]3[CH:24]=[CH:23][C:22]([O:25]COC)=[CH:21][CH:20]=3)[O:8][C:9]3[CH:10]=[CH:11][C:12]([O:15]COC)=[CH:13][C:14]=3[CH:5]2[CH2:4]1.Cl.CCOC(C)=O.CCCCCC, predict the reaction product. The product is: [OH:25][C:22]1[CH:21]=[CH:20][C:19]([C@@H:7]2[C@@H:6]3[CH2:29][C@H:3]([O:2][CH3:1])[CH2:4][C@@H:5]3[C:14]3[CH:13]=[C:12]([OH:15])[CH:11]=[CH:10][C:9]=3[O:8]2)=[CH:24][CH:23]=1. (2) Given the reactants [C:1]([C:4]1[CH:9]=[CH:8][CH:7]=[CH:6][CH:5]=1)(=[O:3])[CH3:2].[Br:10]Br, predict the reaction product. The product is: [CH2:2]([Br:10])[C:1]([C:4]1[CH:9]=[CH:8][CH:7]=[CH:6][CH:5]=1)=[O:3]. (3) Given the reactants [CH3:1][O:2][C:3]1[CH:4]=[C:5]2[C:10](=[CH:11][CH:12]=1)[CH:9]=[C:8](B(O)O)[CH:7]=[CH:6]2.O.[C:17]([OH:21])(=[O:20])[CH:18]=O.[CH3:22][N:23]1[CH2:28][CH2:27][NH:26][CH2:25][CH2:24]1, predict the reaction product. The product is: [CH3:1][O:2][C:3]1[CH:4]=[C:5]2[C:10](=[CH:11][CH:12]=1)[CH:9]=[C:8]([CH:18]([N:26]1[CH2:27][CH2:28][N:23]([CH3:22])[CH2:24][CH2:25]1)[C:17]([OH:21])=[O:20])[CH:7]=[CH:6]2. (4) The product is: [F:21][C:16]1[CH:15]=[C:14]([CH:19]=[CH:18][C:17]=1[F:20])[CH2:13][N:8]1[CH:7]=[CH:6][C:5]2[C:10](=[N:11][C:2]([C:30]#[C:29][CH2:28][C:22]3[CH:27]=[CH:26][CH:25]=[CH:24][CH:23]=3)=[CH:3][N:4]=2)[C:9]1=[O:12]. Given the reactants Br[C:2]1[N:11]=[C:10]2[C:5]([CH:6]=[CH:7][N:8]([CH2:13][C:14]3[CH:19]=[CH:18][C:17]([F:20])=[C:16]([F:21])[CH:15]=3)[C:9]2=[O:12])=[N:4][CH:3]=1.[C:22]1([CH2:28][C:29]#[CH:30])[CH:27]=[CH:26][CH:25]=[CH:24][CH:23]=1.C(N(CC)CC)C, predict the reaction product. (5) Given the reactants FC(F)(F)C(O)=O.[NH:8]1[CH2:11][CH:10]([C:12]2[CH:20]=[CH:19][CH:18]=[C:17]3[C:13]=2[CH:14]=[N:15][NH:16]3)[CH2:9]1.N1CCC1.[CH:25](=O)[CH:26]([CH3:28])[CH3:27].C(O[BH-](OC(=O)C)OC(=O)C)(=O)C.[Na+], predict the reaction product. The product is: [CH2:25]([N:8]1[CH2:9][CH:10]([C:12]2[CH:20]=[CH:19][CH:18]=[C:17]3[C:13]=2[CH:14]=[N:15][NH:16]3)[CH2:11]1)[CH:26]([CH3:28])[CH3:27]. (6) Given the reactants [CH2:1]([C:4]1[N:5]([CH2:17][CH2:18][CH2:19][CH2:20][CH2:21][C:22]([NH2:24])=[O:23])[C:6]2[C:15]3[CH:14]=[CH:13][CH:12]=[CH:11][C:10]=3[N:9]=[CH:8][C:7]=2[N:16]=1)[CH2:2][CH3:3].C1C=C(Cl)C=C(C(OO)=O)C=1.C1(C)C=CC(S(Cl)(=O)=O)=CC=1.[OH-].[NH4+:48], predict the reaction product. The product is: [NH2:48][C:8]1[C:7]2[N:16]=[C:4]([CH2:1][CH2:2][CH3:3])[N:5]([CH2:17][CH2:18][CH2:19][CH2:20][CH2:21][C:22]([NH2:24])=[O:23])[C:6]=2[C:15]2[CH:14]=[CH:13][CH:12]=[CH:11][C:10]=2[N:9]=1. (7) Given the reactants [C:1]1(=[O:11])[C:10]2[C:5](=[CH:6][CH:7]=[CH:8][CH:9]=2)[CH2:4][CH2:3][CH2:2]1.[Cl-].[Cl-].[Cl-].[Al+3].C(=O)([O-])[O-].[Na+].[Na+].[Br:22]Br.Cl, predict the reaction product. The product is: [Br:22][C:6]1[CH:7]=[CH:8][CH:9]=[C:10]2[C:5]=1[CH2:4][CH2:3][CH2:2][C:1]2=[O:11]. (8) Given the reactants [F:1][C:2]([F:7])([F:6])[C:3]([OH:5])=[O:4].[OH:8][C@@H:9]1[C@H:13]([OH:14])[C@@H:12]([NH:15][C:16](=[O:19])[CH2:17][CH3:18])[CH2:11][C@H:10]1[N:20]1[CH:28]=[N:27][C:26]2[C:21]1=[N:22][C:23]([N:44]1[CH2:48][CH2:47][C@@H:46]([NH:49][C:50]([N:52]3[CH2:56]C[C@@H:54]([N:57]([CH3:59])[CH3:58])[CH2:53]3)=[O:51])[CH2:45]1)=[N:24][C:25]=2[NH:29][CH2:30][CH:31]([C:38]1[CH:43]=[CH:42][CH:41]=[CH:40][CH:39]=1)[C:32]1[CH:37]=[CH:36][CH:35]=[CH:34][CH:33]=1.C[N:61](C)[C@@H:62]1CCN[CH2:63]1, predict the reaction product. The product is: [F:1][C:2]([F:7])([F:6])[C:3]([OH:5])=[O:4].[OH:8][C@@H:9]1[C@H:13]([OH:14])[C@@H:12]([NH:15][C:16](=[O:19])[CH2:17][CH3:18])[CH2:11][C@H:10]1[N:20]1[CH:28]=[N:27][C:26]2[C:21]1=[N:22][C:23]([N:44]1[CH2:48][CH2:47][C@@H:46]([NH:49][C:50]([N:52]3[CH2:53][CH2:54][N:57]([CH2:58][CH2:63][C:62]#[N:61])[CH2:59][CH2:56]3)=[O:51])[CH2:45]1)=[N:24][C:25]=2[NH:29][CH2:30][CH:31]([C:32]1[CH:37]=[CH:36][CH:35]=[CH:34][CH:33]=1)[C:38]1[CH:39]=[CH:40][CH:41]=[CH:42][CH:43]=1. (9) Given the reactants [F:1][C:2]1([F:31])[CH2:7][CH2:6][CH:5]([C:8]([C:14]2[C:22]3[C:17](=[N:18][CH:19]=[C:20]([C:23]4[C:24]([CH3:29])=[N:25][O:26][C:27]=4[CH3:28])[CH:21]=3)[N:16]([CH3:30])[CH:15]=2)(O)[CH2:9][CH2:10][CH2:11][CH3:12])[CH2:4][CH2:3]1.C([SiH](CC)CC)C.FC(F)(F)C(O)=O.C(=O)([O-])[O-].[K+].[K+], predict the reaction product. The product is: [F:31][C:2]1([F:1])[CH2:7][CH2:6][CH:5]([CH:8]([C:14]2[C:22]3[C:17](=[N:18][CH:19]=[C:20]([C:23]4[C:24]([CH3:29])=[N:25][O:26][C:27]=4[CH3:28])[CH:21]=3)[N:16]([CH3:30])[CH:15]=2)[CH2:9][CH2:10][CH2:11][CH3:12])[CH2:4][CH2:3]1.